This data is from NCI-60 drug combinations with 297,098 pairs across 59 cell lines. The task is: Regression. Given two drug SMILES strings and cell line genomic features, predict the synergy score measuring deviation from expected non-interaction effect. (1) Drug 1: CC1=CC=C(C=C1)C2=CC(=NN2C3=CC=C(C=C3)S(=O)(=O)N)C(F)(F)F. Drug 2: C1CC(C1)(C(=O)O)C(=O)O.[NH2-].[NH2-].[Pt+2]. Cell line: UACC-257. Synergy scores: CSS=4.86, Synergy_ZIP=-1.27, Synergy_Bliss=0.990, Synergy_Loewe=-0.221, Synergy_HSA=0.629. (2) Drug 1: C1CCC(C1)C(CC#N)N2C=C(C=N2)C3=C4C=CNC4=NC=N3. Drug 2: CN(CC1=CN=C2C(=N1)C(=NC(=N2)N)N)C3=CC=C(C=C3)C(=O)NC(CCC(=O)O)C(=O)O. Cell line: DU-145. Synergy scores: CSS=23.5, Synergy_ZIP=-7.34, Synergy_Bliss=-8.03, Synergy_Loewe=-18.9, Synergy_HSA=-6.02. (3) Drug 1: CC12CCC3C(C1CCC2=O)CC(=C)C4=CC(=O)C=CC34C. Drug 2: CN1C(=O)N2C=NC(=C2N=N1)C(=O)N. Cell line: DU-145. Synergy scores: CSS=50.6, Synergy_ZIP=0.778, Synergy_Bliss=-0.550, Synergy_Loewe=-3.09, Synergy_HSA=-3.68. (4) Cell line: 786-0. Drug 1: C1CCC(CC1)NC(=O)N(CCCl)N=O. Drug 2: CC1=C(C(=CC=C1)Cl)NC(=O)C2=CN=C(S2)NC3=CC(=NC(=N3)C)N4CCN(CC4)CCO. Synergy scores: CSS=40.2, Synergy_ZIP=4.24, Synergy_Bliss=6.43, Synergy_Loewe=2.57, Synergy_HSA=5.40. (5) Drug 1: CC1=C2C(C(=O)C3(C(CC4C(C3C(C(C2(C)C)(CC1OC(=O)C(C(C5=CC=CC=C5)NC(=O)OC(C)(C)C)O)O)OC(=O)C6=CC=CC=C6)(CO4)OC(=O)C)OC)C)OC. Drug 2: CC1=C(C(=CC=C1)Cl)NC(=O)C2=CN=C(S2)NC3=CC(=NC(=N3)C)N4CCN(CC4)CCO. Cell line: SF-539. Synergy scores: CSS=49.1, Synergy_ZIP=-6.70, Synergy_Bliss=-10.9, Synergy_Loewe=-10.3, Synergy_HSA=-8.49.